Dataset: Peptide-MHC class I binding affinity with 185,985 pairs from IEDB/IMGT. Task: Regression. Given a peptide amino acid sequence and an MHC pseudo amino acid sequence, predict their binding affinity value. This is MHC class I binding data. (1) The peptide sequence is YFARRFKYL. The MHC is HLA-B18:01 with pseudo-sequence HLA-B18:01. The binding affinity (normalized) is 0.0847. (2) The peptide sequence is GIPHPAGLK. The MHC is HLA-A02:03 with pseudo-sequence HLA-A02:03. The binding affinity (normalized) is 0.